From a dataset of Full USPTO retrosynthesis dataset with 1.9M reactions from patents (1976-2016). Predict the reactants needed to synthesize the given product. (1) Given the product [Cl:1][C:2]1[N:3]=[C:4]([C:9]([NH:11][C@H:12]2[CH2:17][CH2:16][N:15]([C:18]3[S:45][C:46]4[C:52]([C:53]([O:55][CH2:56][CH3:57])=[O:54])=[CH:51][CH:50]=[CH:49][C:47]=4[N:48]=3)[CH2:14][C@H:13]2[O:25][CH3:26])=[O:10])[NH:5][C:6]=1[CH2:7][CH3:8], predict the reactants needed to synthesize it. The reactants are: [Cl:1][C:2]1[N:3]=[C:4]([C:9]([NH:11][C@H:12]2[CH2:17][CH2:16][N:15]([C:18](OC(C)(C)C)=O)[CH2:14][C@H:13]2[O:25][CH3:26])=[O:10])[NH:5][C:6]=1[CH2:7][CH3:8].Cl.C(OCC)(=O)C.C(N(C(C)C)CC)(C)C.BrC1[S:45][C:46]2[C:52]([C:53]([O:55][CH2:56][CH3:57])=[O:54])=[CH:51][CH:50]=[CH:49][C:47]=2[N:48]=1.Cl. (2) The reactants are: Cl[C:2]1[CH:13]=[CH:12][C:5]([C:6]([O:8][CH:9]([CH3:11])[CH3:10])=[O:7])=[CH:4][N:3]=1.[NH:14]1[CH2:19][CH2:18][O:17][CH2:16][CH2:15]1. Given the product [O:17]1[CH2:18][CH2:19][N:14]([C:2]2[CH:13]=[CH:12][C:5]([C:6]([O:8][CH:9]([CH3:11])[CH3:10])=[O:7])=[CH:4][N:3]=2)[CH2:15][CH2:16]1, predict the reactants needed to synthesize it. (3) Given the product [Cl:16][C:12]1[C:13]2[CH:14]3[O:15][CH2:20][CH2:19][N:18]3[C:6](=[O:17])[NH:7][C:8]=2[N:9]=[CH:10][CH:11]=1, predict the reactants needed to synthesize it. The reactants are: C(O[C:6](=[O:17])[NH:7][C:8]1[C:13]([CH:14]=[O:15])=[C:12]([Cl:16])[CH:11]=[CH:10][N:9]=1)(C)(C)C.[NH2:18][CH2:19][CH2:20]O.CC(O)=O. (4) Given the product [ClH:44].[CH3:1][S:2][CH2:3][CH2:4][CH:5]([NH2:36])[C:6]([NH:8][CH:9]([C:32]([O:34][CH3:35])=[O:33])[CH2:10][C:11]1[CH:12]=[CH:13][C:14]([O:15][C:16]2[CH:17]=[CH:18][C:19]([CH:20]=[C:21]3[S:25][C:24](=[O:26])[NH:23][C:22]3=[O:27])=[CH:28][CH:29]=2)=[CH:30][CH:31]=1)=[O:7], predict the reactants needed to synthesize it. The reactants are: [CH3:1][S:2][CH2:3][CH2:4][CH:5]([NH:36]C(OC(C)(C)C)=O)[C:6]([NH:8][CH:9]([C:32]([O:34][CH3:35])=[O:33])[CH2:10][C:11]1[CH:31]=[CH:30][C:14]([O:15][C:16]2[CH:29]=[CH:28][C:19]([CH:20]=[C:21]3[S:25][C:24](=[O:26])[NH:23][C:22]3=[O:27])=[CH:18][CH:17]=2)=[CH:13][CH:12]=1)=[O:7].[ClH:44]. (5) Given the product [CH3:34][N:35]([CH3:36])[C:27]([C@@H:24]1[CH2:25][CH2:26][C@H:21]([NH:20][C:18]([C:13]2([CH2:12][CH:11]([CH2:30][CH2:31][CH3:32])[C:9]([O:8][CH2:1][C:2]3[CH:7]=[CH:6][CH:5]=[CH:4][CH:3]=3)=[O:10])[CH2:17][CH2:16][CH2:15][CH2:14]2)=[O:19])[CH2:22][CH2:23]1)=[O:29], predict the reactants needed to synthesize it. The reactants are: [CH2:1]([O:8][C:9]([CH:11]([CH2:30][CH2:31][CH3:32])[CH2:12][C:13]1([C:18]([NH:20][C@@H:21]2[CH2:26][CH2:25][C@H:24]([C:27]([OH:29])=O)[CH2:23][CH2:22]2)=[O:19])[CH2:17][CH2:16][CH2:15][CH2:14]1)=[O:10])[C:2]1[CH:7]=[CH:6][CH:5]=[CH:4][CH:3]=1.Cl.[CH3:34][N:35](C)[CH2:36]CCN=C=NCC.O.ON1C2C=CC=CC=2N=N1.CNC. (6) Given the product [CH3:12][O:11][C:3]1[C:4]([N+:8]([O-:10])=[O:9])=[CH:5][CH:6]=[CH:7][C:2]=1[B:16]1[O:17][C:18]([CH3:20])([CH3:19])[C:14]([CH3:30])([CH3:13])[O:15]1, predict the reactants needed to synthesize it. The reactants are: Br[C:2]1[CH:7]=[CH:6][CH:5]=[C:4]([N+:8]([O-:10])=[O:9])[C:3]=1[O:11][CH3:12].[CH3:13][C:14]1([CH3:30])[C:18]([CH3:20])([CH3:19])[O:17][B:16]([B:16]2[O:17][C:18]([CH3:20])([CH3:19])[C:14]([CH3:30])([CH3:13])[O:15]2)[O:15]1.C([O-])(=O)C.[K+]. (7) Given the product [NH2:21][C:4]1[CH:3]=[C:2]([Br:1])[CH:7]=[CH:6][C:5]=1[C:8]1[CH2:13][CH2:12][N:11]([C:14]([O:16][C:17]([CH3:20])([CH3:19])[CH3:18])=[O:15])[CH2:10][CH:9]=1, predict the reactants needed to synthesize it. The reactants are: [Br:1][C:2]1[CH:7]=[CH:6][C:5]([C:8]2[CH2:13][CH2:12][N:11]([C:14]([O:16][C:17]([CH3:20])([CH3:19])[CH3:18])=[O:15])[CH2:10][CH:9]=2)=[C:4]([N+:21]([O-])=O)[CH:3]=1.[Cl-].[NH4+]. (8) Given the product [S:21]([C:18]1[CH:19]=[CH:20][C:15]([CH3:25])=[CH:16][CH:17]=1)([OH:3])(=[O:23])=[O:22].[CH3:1][O:3][CH3:4], predict the reactants needed to synthesize it. The reactants are: [CH2:1]([O:3][CH2:4]COCCOCCO)C.[OH-].[K+].[C:15]1([CH3:25])[CH:20]=[CH:19][C:18]([S:21](Cl)(=[O:23])=[O:22])=[CH:17][CH:16]=1.